This data is from CYP2C19 inhibition data for predicting drug metabolism from PubChem BioAssay. The task is: Regression/Classification. Given a drug SMILES string, predict its absorption, distribution, metabolism, or excretion properties. Task type varies by dataset: regression for continuous measurements (e.g., permeability, clearance, half-life) or binary classification for categorical outcomes (e.g., BBB penetration, CYP inhibition). Dataset: cyp2c19_veith. The compound is COC(=O)C1=C(C)NC(C)=C([N+](=O)[O-])[C@@H]1c1ccccc1C(F)(F)F. The result is 1 (inhibitor).